This data is from Reaction yield outcomes from USPTO patents with 853,638 reactions. The task is: Predict the reaction yield, written as a fraction of the theoretical maximum amount of product (1.0 means a 100% yield; for example, 0.34 means a 34% yield). (1) The reactants are Cl.[CH2:2]([C:9]1[CH:10]=[C:11]2[N:17]([C:18](=[O:21])[CH2:19]Cl)[CH2:16][C:15]([CH3:23])([CH3:22])[C:12]2=[N:13][CH:14]=1)[C:3]1[CH:8]=[CH:7][CH:6]=[CH:5][CH:4]=1.[C:24]([O:28][C:29]([N:31]1[CH2:36][C@H:35]([CH2:37][N:38]2[C@H:43]([CH3:44])[CH2:42][O:41][CH2:40][C@H:39]2[CH3:45])[NH:34][CH2:33][C@H:32]1[CH3:46])=[O:30])([CH3:27])([CH3:26])[CH3:25].C(=O)([O-])[O-].[K+].[K+].[I-].[K+]. The catalyst is C(#N)C.O. The product is [C:24]([O:28][C:29]([N:31]1[CH2:36][C@H:35]([CH2:37][N:38]2[C@H:39]([CH3:45])[CH2:40][O:41][CH2:42][C@H:43]2[CH3:44])[N:34]([CH2:19][C:18]([N:17]2[C:11]3[C:12](=[N:13][CH:14]=[C:9]([CH2:2][C:3]4[CH:8]=[CH:7][CH:6]=[CH:5][CH:4]=4)[CH:10]=3)[C:15]([CH3:23])([CH3:22])[CH2:16]2)=[O:21])[CH2:33][C@H:32]1[CH3:46])=[O:30])([CH3:27])([CH3:25])[CH3:26]. The yield is 0.750. (2) The reactants are [H-].[Na+].[OH:3][C:4]1[CH:9]=[CH:8][C:7]([CH2:10][C:11]([OH:13])=[O:12])=[CH:6][CH:5]=1.[CH2:14](Br)[C:15]1[CH:20]=[CH:19][CH:18]=[CH:17][CH:16]=1. The catalyst is CN(C=O)C.O. The product is [OH:3][C:4]1[CH:5]=[CH:6][C:7]([CH2:10][C:11]([O:13][CH2:14][C:15]2[CH:20]=[CH:19][CH:18]=[CH:17][CH:16]=2)=[O:12])=[CH:8][CH:9]=1. The yield is 0.912. (3) The reactants are C(O[C:4]([NH:6][C:7]([N:22]1[CH:26]=[C:25]([C:27]([O:29][CH2:30][CH3:31])=[O:28])[CH:24]=[N:23]1)=[N:8][C:9]1[CH:14]=[CH:13][CH:12]=[C:11]([O:15][C:16]2[CH:21]=[CH:20][CH:19]=[CH:18][CH:17]=2)[CH:10]=1)=[O:5])C.CCO. The catalyst is ClC(Cl)C.Cl[Ti](Cl)(Cl)Cl. The product is [O:5]=[C:4]1[C:14]2[C:9](=[CH:10][C:11]([O:15][C:16]3[CH:17]=[CH:18][CH:19]=[CH:20][CH:21]=3)=[CH:12][CH:13]=2)[N:8]=[C:7]([N:22]2[CH:26]=[C:25]([C:27]([O:29][CH2:30][CH3:31])=[O:28])[CH:24]=[N:23]2)[NH:6]1. The yield is 0.570. (4) The reactants are [F:1][C:2]1[CH:7]=[C:6]([N+:8]([O-:10])=[O:9])[CH:5]=[CH:4][C:3]=1[N:11]1[CH2:16][CH2:15]S[CH2:13][CH2:12]1.O[O:18][S:19]([O-:21])=O.[K+]. The catalyst is CO.O. The product is [F:1][C:2]1[CH:7]=[C:6]([N+:8]([O-:10])=[O:9])[CH:5]=[CH:4][C:3]=1[N:11]1[CH2:16][CH2:15][S:19](=[O:21])(=[O:18])[CH2:13][CH2:12]1. The yield is 0.450. (5) The reactants are N[C:2]1[C:7]([N+:8]([O-:10])=[O:9])=[CH:6][CH:5]=[CH:4][C:3]=1[OH:11].[BrH:12].N([O-])=O.[Na+]. The catalyst is O.O1CCOCC1. The product is [Br:12][C:2]1[C:7]([N+:8]([O-:10])=[O:9])=[CH:6][CH:5]=[CH:4][C:3]=1[OH:11]. The yield is 0.450. (6) The reactants are O=[C:2]1[CH2:7][CH2:6][N:5]([C:8]([O:10][C:11]([CH3:14])([CH3:13])[CH3:12])=[O:9])[CH2:4][CH2:3]1.[ClH:15].[NH2:16][NH2:17].[H][H]. The catalyst is CO.O.[Pt]. The product is [ClH:15].[NH:16]([CH:2]1[CH2:7][CH2:6][N:5]([C:8]([O:10][C:11]([CH3:14])([CH3:13])[CH3:12])=[O:9])[CH2:4][CH2:3]1)[NH2:17]. The yield is 0.590. (7) The reactants are Cl.[NH2:2][C@@H:3]([CH2:6][NH:7][CH2:8][C:9]12[CH2:18][CH:13]3[CH2:14][CH:15]([CH2:17][CH:11]([CH2:12]3)[CH2:10]1)[CH2:16]2)[CH2:4][OH:5].CCN(C(C)C)C(C)C.[CH3:28][C:29]([Si:32](Cl)([C:39]1[CH:44]=[CH:43][CH:42]=[CH:41][CH:40]=1)[C:33]1[CH:38]=[CH:37][CH:36]=[CH:35][CH:34]=1)([CH3:31])[CH3:30]. The catalyst is C(Cl)Cl.CN(C1C=CN=CC=1)C. The product is [Si:32]([O:5][CH2:4][C@@H:3]([NH2:2])[CH2:6][NH:7][CH2:8][C:9]12[CH2:18][CH:13]3[CH2:12][CH:11]([CH2:17][CH:15]([CH2:14]3)[CH2:16]1)[CH2:10]2)([C:29]([CH3:31])([CH3:30])[CH3:28])([C:39]1[CH:40]=[CH:41][CH:42]=[CH:43][CH:44]=1)[C:33]1[CH:38]=[CH:37][CH:36]=[CH:35][CH:34]=1. The yield is 0.290.